Predict the reactants needed to synthesize the given product. From a dataset of Full USPTO retrosynthesis dataset with 1.9M reactions from patents (1976-2016). (1) Given the product [CH3:1][N:2]1[CH2:15][CH2:14][C:5]2[N:6]([CH2:22][CH:21]([C:20]3[CH:24]=[CH:25][C:17]([CH3:16])=[CH:18][CH:19]=3)[OH:23])[C:7]3[CH:8]=[CH:9][C:10]([CH3:13])=[CH:11][C:12]=3[C:4]=2[CH2:3]1, predict the reactants needed to synthesize it. The reactants are: [CH3:1][N:2]1[CH2:15][CH2:14][C:5]2[NH:6][C:7]3[CH:8]=[CH:9][C:10]([CH3:13])=[CH:11][C:12]=3[C:4]=2[CH2:3]1.[CH3:16][C:17]1[CH:25]=[CH:24][C:20]([CH:21]2[O:23][CH2:22]2)=[CH:19][CH:18]=1.[H-].[Na+]. (2) The reactants are: C1C[C@H]2N(C[C@H]3[C@@H]4CCCCN4C[C@@H]2C3)CC1.[Li]C(CC)C.[C:23]([N:30]1[CH2:34][CH2:33][CH2:32][CH2:31]1)([O:25][C:26]([CH3:29])([CH3:28])[CH3:27])=[O:24].[CH2:35]([N:42]([CH2:55][C:56]1[CH:61]=[CH:60][CH:59]=[CH:58][CH:57]=1)[C@@H:43]([CH2:46][C:47]1[CH:52]=[C:51]([F:53])[CH:50]=[C:49]([F:54])[CH:48]=1)[CH:44]=[O:45])[C:36]1[CH:41]=[CH:40][CH:39]=[CH:38][CH:37]=1. Given the product [CH2:55]([N:42]([CH2:35][C:36]1[CH:37]=[CH:38][CH:39]=[CH:40][CH:41]=1)[C@@H:43]([CH2:46][C:47]1[CH:48]=[C:49]([F:54])[CH:50]=[C:51]([F:53])[CH:52]=1)[C@@H:44]([C@H:34]1[CH2:33][CH2:32][CH2:31][N:30]1[C:23]([O:25][C:26]([CH3:29])([CH3:28])[CH3:27])=[O:24])[OH:45])[C:56]1[CH:61]=[CH:60][CH:59]=[CH:58][CH:57]=1, predict the reactants needed to synthesize it.